This data is from Full USPTO retrosynthesis dataset with 1.9M reactions from patents (1976-2016). The task is: Predict the reactants needed to synthesize the given product. Given the product [Cl:1][C:2]1[CH:3]=[CH:4][C:5]2[C:11]3[N:28]=[C:27]([NH:26][C:23]4[CH:22]=[CH:21][C:20]([Cl:19])=[CH:25][CH:24]=4)[N:29]=[CH:13][C:10]=3[CH2:9][C:8](=[O:17])[NH:7][C:6]=2[CH:18]=1, predict the reactants needed to synthesize it. The reactants are: [Cl:1][C:2]1[CH:3]=[CH:4][C:5]2[C:11](=O)[C:10](=[CH:13]N(C)C)[CH2:9][C:8](=[O:17])[NH:7][C:6]=2[CH:18]=1.[Cl:19][C:20]1[CH:25]=[CH:24][C:23]([NH:26][C:27]([NH2:29])=[NH:28])=[CH:22][CH:21]=1.